This data is from Catalyst prediction with 721,799 reactions and 888 catalyst types from USPTO. The task is: Predict which catalyst facilitates the given reaction. (1) Reactant: Cl[C:2]1[C:11]2[C:6](=[C:7]([I:13])[C:8]([CH3:12])=[CH:9][CH:10]=2)[N:5]=[C:4]([CH3:14])[N:3]=1.[F:15][C:16]([F:26])([F:25])[O:17][C:18]1[CH:19]=[C:20]([NH2:24])[CH:21]=[CH:22][CH:23]=1. Product: [I:13][C:7]1[C:8]([CH3:12])=[CH:9][CH:10]=[C:11]2[C:6]=1[N:5]=[C:4]([CH3:14])[N:3]=[C:2]2[NH:24][C:20]1[CH:21]=[CH:22][CH:23]=[C:18]([O:17][C:16]([F:15])([F:25])[F:26])[CH:19]=1. The catalyst class is: 41. (2) Reactant: N1CCCCC1.C1C2C(COC([N:24]3[CH2:29][CH2:28][S:27][CH2:26][C@H:25]3[C:30](=[O:49])[NH:31][CH2:32][C:33]3[CH:38]=[C:37]([Cl:39])[CH:36]=[CH:35][C:34]=3[CH2:40][NH:41][C:42]([O:44][C:45]([CH3:48])([CH3:47])[CH3:46])=[O:43])=O)C3C(=CC=CC=3)C=2C=CC=1. Product: [C:45]([O:44][C:42](=[O:43])[NH:41][CH2:40][C:34]1[CH:35]=[CH:36][C:37]([Cl:39])=[CH:38][C:33]=1[CH2:32][NH:31][C:30]([C@@H:25]1[CH2:26][S:27][CH2:28][CH2:29][NH:24]1)=[O:49])([CH3:48])([CH3:46])[CH3:47]. The catalyst class is: 2.